Dataset: Full USPTO retrosynthesis dataset with 1.9M reactions from patents (1976-2016). Task: Predict the reactants needed to synthesize the given product. (1) Given the product [OH:38][CH2:37][CH2:36][CH2:35][NH:34][C:2]1[N:7]=[CH:6][C:5]([CH2:8][N:9]2[CH:14]=[C:13]([C:15]3[O:19][N:18]=[C:17]([C:20]4[CH:25]=[CH:24][C:23]([C:26]([CH3:32])([CH3:31])[C:27]([F:30])([F:29])[F:28])=[CH:22][CH:21]=4)[N:16]=3)[CH:12]=[CH:11][C:10]2=[O:33])=[CH:4][CH:3]=1, predict the reactants needed to synthesize it. The reactants are: Cl[C:2]1[N:7]=[CH:6][C:5]([CH2:8][N:9]2[CH:14]=[C:13]([C:15]3[O:19][N:18]=[C:17]([C:20]4[CH:25]=[CH:24][C:23]([C:26]([CH3:32])([CH3:31])[C:27]([F:30])([F:29])[F:28])=[CH:22][CH:21]=4)[N:16]=3)[CH:12]=[CH:11][C:10]2=[O:33])=[CH:4][CH:3]=1.[NH2:34][CH2:35][CH2:36][CH2:37][OH:38]. (2) Given the product [S:30]1[C:26]([NH:25][S:22]([C:20]2[C:19]([F:31])=[CH:18][C:17]3[N:13]([CH2:12][C:9]4[CH:8]=[CH:7][CH:6]=[C:5]5[C:10]=4[CH2:11][CH:2]([NH:1][C:50](=[O:51])[O:52][CH3:53])[CH2:3][CH2:4]5)[C:14](=[O:32])[O:15][C:16]=3[CH:21]=2)(=[O:24])=[O:23])=[N:27][CH:28]=[N:29]1, predict the reactants needed to synthesize it. The reactants are: [NH2:1][CH:2]1[CH2:11][C:10]2[C:9]([CH2:12][N:13]3[C:17]4[CH:18]=[C:19]([F:31])[C:20]([S:22]([NH:25][C:26]5[S:30][N:29]=[CH:28][N:27]=5)(=[O:24])=[O:23])=[CH:21][C:16]=4[O:15][C:14]3=[O:32])=[CH:8][CH:7]=[CH:6][C:5]=2[CH2:4][CH2:3]1.CN1C(=O)CCC1.CCN(C(C)C)C(C)C.Cl[C:50]([O:52][CH3:53])=[O:51]. (3) The reactants are: C[O:2][C:3](=[O:28])[CH2:4][CH2:5][CH2:6][N:7]1[CH2:11][CH2:10][CH2:9][C@H:8]1[CH2:12][O:13][C:14]1[CH:19]=[CH:18][C:17]([CH2:20][C:21]2[CH:26]=[CH:25][C:24]([Cl:27])=[CH:23][CH:22]=2)=[CH:16][CH:15]=1.[OH-].[Na+]. Given the product [ClH:27].[Cl:27][C:24]1[CH:25]=[CH:26][C:21]([CH2:20][C:17]2[CH:16]=[CH:15][C:14]([O:13][CH2:12][C@@H:8]3[CH2:9][CH2:10][CH2:11][N:7]3[CH2:6][CH2:5][CH2:4][C:3]([OH:28])=[O:2])=[CH:19][CH:18]=2)=[CH:22][CH:23]=1, predict the reactants needed to synthesize it. (4) Given the product [Br-:1].[F:25][C:22]1[CH:21]=[CH:20][C:19]([N:18]2[C:17](=[O:26])[CH:16]([CH2:27][CH2:28][CH:29]([C:31]3[CH:36]=[CH:35][C:34]([F:37])=[CH:33][CH:32]=3)[OH:30])[CH:15]2[C:12]2[CH:11]=[CH:10][C:9]([O:8][CH2:7][C:6]3[CH:5]=[CH:4][C:3]([CH2:2][N+:40]45[CH2:47][CH2:46][N:43]([CH2:44][CH2:45]4)[CH2:42][CH2:41]5)=[CH:39][CH:38]=3)=[CH:14][CH:13]=2)=[CH:24][CH:23]=1, predict the reactants needed to synthesize it. The reactants are: [Br:1][CH2:2][C:3]1[CH:39]=[CH:38][C:6]([CH2:7][O:8][C:9]2[CH:14]=[CH:13][C:12]([CH:15]3[N:18]([C:19]4[CH:24]=[CH:23][C:22]([F:25])=[CH:21][CH:20]=4)[C:17](=[O:26])[CH:16]3[CH2:27][CH2:28][CH:29]([C:31]3[CH:36]=[CH:35][C:34]([F:37])=[CH:33][CH:32]=3)[OH:30])=[CH:11][CH:10]=2)=[CH:5][CH:4]=1.[N:40]12[CH2:47][CH2:46][N:43]([CH2:44][CH2:45]1)[CH2:42][CH2:41]2. (5) Given the product [C:47]([O:46][C:44](=[O:45])[CH2:43][C@H:37]1[CH2:36][C@@H:35]([CH2:34][CH2:33][N:32]2[C:20]([CH:21]([CH3:23])[CH3:22])=[C:10]([C:11](=[O:12])[NH:13][C:14]3[CH:19]=[CH:18][CH:17]=[CH:16][CH:15]=3)[C:9]([C:25]3[CH:26]=[CH:27][CH:28]=[CH:29][CH:30]=3)=[C:8]2[C:5]2[CH:6]=[CH:7][C:2]([F:1])=[CH:3][CH:4]=2)[O:40][C:39]([CH3:42])([CH3:41])[O:38]1)([CH3:50])([CH3:49])[CH3:48], predict the reactants needed to synthesize it. The reactants are: [F:1][C:2]1[CH:7]=[CH:6][C:5]([C:8](=O)[CH:9]([C:25]2[CH:30]=[CH:29][CH:28]=[CH:27][CH:26]=2)[CH:10]([C:20](=O)[CH:21]([CH3:23])[CH3:22])[C:11]([NH:13][C:14]2[CH:19]=[CH:18][CH:17]=[CH:16][CH:15]=2)=[O:12])=[CH:4][CH:3]=1.[NH2:32][CH2:33][CH2:34][C@H:35]1[O:40][C:39]([CH3:42])([CH3:41])[O:38][C@@H:37]([CH2:43][C:44]([O:46][C:47]([CH3:50])([CH3:49])[CH3:48])=[O:45])[CH2:36]1.C(O)(=O)C(C)(C)C.C. (6) Given the product [N:27]1[CH:28]=[CH:29][CH:30]=[C:25]([C:7]2[CH2:13][CH:12]3[N:14]([C:47]([N:27]4[C:26]5[C:25](=[CH:13][CH:7]=[CH:8][CH:9]=5)[CH2:30][CH2:29][CH2:28]4)=[O:42])[CH:9]([CH2:10][CH2:11]3)[CH:8]=2)[CH:26]=1, predict the reactants needed to synthesize it. The reactants are: FC(F)(F)S(O[C:7]1[CH2:13][CH:12]2[NH:14][CH:9]([CH2:10][CH2:11]2)[CH:8]=1)(=O)=O.CC1(C)C(C)(C)OB([C:25]2[CH:26]=[N:27][CH:28]=[CH:29][CH:30]=2)O1.[Cl-].[Li+].P([O-])([O-])([O-])=O.[K+].[K+].[K+].[O:42]1[CH2:47]COCC1. (7) Given the product [NH2:2][CH2:1][CH:3]([C:4]1([OH:10])[CH2:9][CH2:8][CH2:7][CH2:6][CH2:5]1)[C:11]1[CH:12]=[CH:13][C:14]([O:17][CH3:18])=[CH:15][CH:16]=1, predict the reactants needed to synthesize it. The reactants are: [C:1]([CH:3]([C:11]1[CH:16]=[CH:15][C:14]([O:17][CH3:18])=[CH:13][CH:12]=1)[C:4]1([OH:10])[CH2:9][CH2:8][CH2:7][CH2:6][CH2:5]1)#[N:2].